Task: Predict which catalyst facilitates the given reaction.. Dataset: Catalyst prediction with 721,799 reactions and 888 catalyst types from USPTO (1) Reactant: [F:1][C:2]1[CH:7]=[CH:6][C:5]([N:8]2[C:16]3[C:11](=[CH:12][C:13]([O:17][CH2:18][CH2:19][CH2:20][CH2:21][NH:22][CH3:23])=[CH:14][CH:15]=3)[CH:10]=[CH:9]2)=[CH:4][CH:3]=1.C1(P(C2C=CC=CC=2C2C=CC=CC=2)C2CCCCC2)CCCCC1.CC(C)([O-])C.[Na+].Cl.Br[C:57]1[CH:62]=[CH:61][N:60]=[CH:59][CH:58]=1.[OH-].[Na+]. The catalyst class is: 222. Product: [F:1][C:2]1[CH:3]=[CH:4][C:5]([N:8]2[C:16]3[C:11](=[CH:12][C:13]([O:17][CH2:18][CH2:19][CH2:20][CH2:21][N:22]([CH3:23])[C:57]4[CH:62]=[CH:61][N:60]=[CH:59][CH:58]=4)=[CH:14][CH:15]=3)[CH:10]=[CH:9]2)=[CH:6][CH:7]=1. (2) Reactant: [CH3:1][O:2][C:3]1[C:8]2[CH2:9][CH2:10][CH2:11][CH:12]([N:14]3[CH2:19][CH2:18][O:17][CH2:16][CH2:15]3)[CH2:13][C:7]=2[C:6]([N+:20]([O-])=O)=[CH:5][CH:4]=1. Product: [CH3:1][O:2][C:3]1[C:8]2[CH2:9][CH2:10][CH2:11][CH:12]([N:14]3[CH2:15][CH2:16][O:17][CH2:18][CH2:19]3)[CH2:13][C:7]=2[C:6]([NH2:20])=[CH:5][CH:4]=1. The catalyst class is: 29. (3) Reactant: [CH2:1]([O:8][C:9]1[CH:15]=[CH:14][C:12]([NH2:13])=[CH:11][C:10]=1[F:16])[C:2]1[CH:7]=[CH:6][CH:5]=[CH:4][CH:3]=1.C(O)(=O)C.[CH2:21](OC(OCC)OCC)C.[N-:31]=[N+:32]=[N-:33].[Na+]. Product: [CH2:1]([O:8][C:9]1[CH:15]=[CH:14][C:12]([N:13]2[CH:21]=[N:33][N:32]=[N:31]2)=[CH:11][C:10]=1[F:16])[C:2]1[CH:3]=[CH:4][CH:5]=[CH:6][CH:7]=1. The catalyst class is: 6. (4) Reactant: [CH3:1][S:2]([N:5]1[CH2:10][CH:9]=[C:8]([C:11]2[CH:12]=[C:13]3[CH2:19][C@@H:18]([CH:20]4[CH2:25][CH2:24][NH:23][CH2:22][CH2:21]4)[O:17][C:14]3=[CH:15][N:16]=2)[CH2:7][CH2:6]1)(=[O:4])=[O:3].Cl[C:27]1[N:32]=[CH:31][C:30]([C:33]([F:36])([F:35])[F:34])=[CH:29][N:28]=1.C(=O)([O-])[O-].[K+].[K+]. Product: [CH3:1][S:2]([N:5]1[CH2:6][CH:7]=[C:8]([C:11]2[CH:12]=[C:13]3[CH2:19][C@@H:18]([CH:20]4[CH2:25][CH2:24][N:23]([C:27]5[N:32]=[CH:31][C:30]([C:33]([F:36])([F:35])[F:34])=[CH:29][N:28]=5)[CH2:22][CH2:21]4)[O:17][C:14]3=[CH:15][N:16]=2)[CH2:9][CH2:10]1)(=[O:3])=[O:4]. The catalyst class is: 16.